This data is from Forward reaction prediction with 1.9M reactions from USPTO patents (1976-2016). The task is: Predict the product of the given reaction. (1) Given the reactants [CH2:1]([N:3]([CH2:28][CH3:29])[C:4]([C:6]1[CH:7]=[CH:8][C:9]2[C:10](=[C:20]3[CH2:25][CH2:24][N:23]([CH:26]=S)[CH2:22][CH2:21]3)[C:11]3[C:16]([O:17][C:18]=2[CH:19]=1)=[CH:15][CH:14]=[CH:13][CH:12]=3)=[O:5])[CH3:2].S(C1C=CC(C)=CC=1)(OC)(=O)=O.[NH2:42][C:43]1[CH:48]=[CH:47][CH:46]=[CH:45][CH:44]=1.Cl, predict the reaction product. The product is: [CH2:1]([N:3]([CH2:28][CH3:29])[C:4]([C:6]1[CH:7]=[CH:8][C:9]2[C:10](=[C:20]3[CH2:25][CH2:24][N:23]([CH:26]=[N:42][C:43]4[CH:48]=[CH:47][CH:46]=[CH:45][CH:44]=4)[CH2:22][CH2:21]3)[C:11]3[C:16]([O:17][C:18]=2[CH:19]=1)=[CH:15][CH:14]=[CH:13][CH:12]=3)=[O:5])[CH3:2]. (2) Given the reactants C(OC([N:8]1[CH2:12][C@@H:11]([CH2:13][N:14]([CH:31]([CH3:33])[CH3:32])[C:15](=[O:30])[C:16]2[CH:21]=[CH:20][C:19]([O:22][CH3:23])=[C:18]([O:24][CH2:25][CH2:26][CH2:27][O:28][CH3:29])[CH:17]=2)[C@H:10]([OH:34])[CH2:9]1)=O)(C)(C)C.[N:35]([C@H:38]([C:40]1[CH:45]=[CH:44][CH:43]=[CH:42][CH:41]=1)[CH3:39])=[C:36]=[O:37].CC#N.O.CC#N, predict the reaction product. The product is: [CH:31]([N:14]([CH2:13][C@@H:11]1[CH2:12][NH:8][CH2:9][C@H:10]1[O:34][C:36](=[O:37])[NH:35][C@@H:38]([C:40]1[CH:45]=[CH:44][CH:43]=[CH:42][CH:41]=1)[CH3:39])[C:15](=[O:30])[C:16]1[CH:21]=[CH:20][C:19]([O:22][CH3:23])=[C:18]([O:24][CH2:25][CH2:26][CH2:27][O:28][CH3:29])[CH:17]=1)([CH3:33])[CH3:32]. (3) Given the reactants [CH2:1]([O:3][C:4](=[O:25])[CH2:5][O:6][C:7]1[C:16]([N:17]2[CH2:23][CH2:22][CH2:21][NH:20][CH2:19][CH2:18]2)=[C:15]2[C:10]([CH:11]=[CH:12][CH:13]=[N:14]2)=[CH:9][C:8]=1[CH3:24])[CH3:2].[C:26]1([N:32]2[CH:36]=[CH:35][C:34]([CH:37]=O)=[N:33]2)[CH:31]=[CH:30][CH:29]=[CH:28][CH:27]=1.[BH-](OC(C)=O)(OC(C)=O)OC(C)=O.[Na+], predict the reaction product. The product is: [CH2:1]([O:3][C:4](=[O:25])[CH2:5][O:6][C:7]1[C:16]([N:17]2[CH2:23][CH2:22][CH2:21][N:20]([CH2:37][C:34]3[CH:35]=[CH:36][N:32]([C:26]4[CH:27]=[CH:28][CH:29]=[CH:30][CH:31]=4)[N:33]=3)[CH2:19][CH2:18]2)=[C:15]2[C:10]([CH:11]=[CH:12][CH:13]=[N:14]2)=[CH:9][C:8]=1[CH3:24])[CH3:2]. (4) The product is: [CH3:10][C:2]([CH3:1])([CH2:3][C:4](=[O:5])[O:14][C@H:15]1[CH2:32][CH2:31][C@@:30]2([CH3:33])[C@@H:17]([CH2:18][CH2:19][C@:20]3([CH3:59])[C@@H:29]2[CH2:28][CH2:27][C@H:26]2[C@@:21]3([CH3:58])[CH2:22][CH2:23][C@@:24]3([C:40]([N:42]4[CH2:46][CH2:45][CH2:44][C@@H:43]4[C:47]4[O:51][N:50]=[C:49]([C:52]5[CH:53]=[N:54][CH:55]=[CH:56][CH:57]=5)[N:48]=4)=[O:41])[CH2:36][CH2:35][C@@H:34]([C:37]([CH3:39])=[CH2:38])[C@@H:25]32)[C:16]1([CH3:61])[CH3:60])[CH2:8][C:7]([OH:6])=[O:9]. Given the reactants [CH3:1][C:2]1([CH3:10])[CH2:8][C:7](=[O:9])[O:6][C:4](=[O:5])[CH2:3]1.C([O:14][C@H:15]1[CH2:32][CH2:31][C@@:30]2([CH3:33])[C@@H:17]([CH2:18][CH2:19][C@:20]3([CH3:59])[C@@H:29]2[CH2:28][CH2:27][C@H:26]2[C@@:21]3([CH3:58])[CH2:22][CH2:23][C@@:24]3([C:40]([N:42]4[CH2:46][CH2:45][CH2:44][C@@H:43]4[C:47]4[O:51][N:50]=[C:49]([C:52]5[CH:53]=[N:54][CH:55]=[CH:56][CH:57]=5)[N:48]=4)=[O:41])[CH2:36][CH2:35][C@@H:34]([C:37]([CH3:39])=[CH2:38])[C@@H:25]32)[C:16]1([CH3:61])[CH3:60])(=O)C, predict the reaction product. (5) Given the reactants CO[C:3](=O)[C:4]1C=CC(CBr)=CC=1.[CH3:13][O:14][C:15](=[O:49])[C:16]1[CH:21]=[CH:20][C:19]([CH2:22][N:23]2[CH:27]=[C:26]([C:28]3[CH:33]=[CH:32][C:31]([Cl:34])=[CH:30][C:29]=3[Cl:35])[N:25]=[C:24]2[C:36]2[CH:41]=[CH:40][C:39]([C:42]3[CH:47]=[CH:46][C:45]([OH:48])=[CH:44][CH:43]=3)=[CH:38][CH:37]=2)=[CH:18][CH:17]=1.BrCC, predict the reaction product. The product is: [CH3:13][O:14][C:15](=[O:49])[C:16]1[CH:21]=[CH:20][C:19]([CH2:22][N:23]2[CH:27]=[C:26]([C:28]3[CH:33]=[CH:32][C:31]([Cl:34])=[CH:30][C:29]=3[Cl:35])[N:25]=[C:24]2[C:36]2[CH:41]=[CH:40][C:39]([C:42]3[CH:43]=[CH:44][C:45]([O:48][CH2:3][CH3:4])=[CH:46][CH:47]=3)=[CH:38][CH:37]=2)=[CH:18][CH:17]=1. (6) Given the reactants Br[C:2]1[CH:3]=[CH:4][C:5]([O:10][CH2:11][CH2:12][CH2:13][CH2:14][CH2:15][CH2:16][CH2:17][CH3:18])=[C:6]([CH:9]=1)[C:7]#[N:8].[C:19]([O:23][C:24](=[O:36])[NH:25][C:26]1([C:34]#[CH:35])[CH2:31][O:30][C:29]([CH3:33])([CH3:32])[O:28][CH2:27]1)([CH3:22])([CH3:21])[CH3:20].C1(P(C2CCCCC2)C2C=CC=CC=2C2C(C(C)C)=CC(C(C)C)=CC=2C(C)C)CCCCC1.C(=O)([O-])[O-].[Cs+].[Cs+], predict the reaction product. The product is: [C:19]([O:23][C:24](=[O:36])[NH:25][C:26]1([C:34]#[C:35][C:2]2[CH:3]=[CH:4][C:5]([O:10][CH2:11][CH2:12][CH2:13][CH2:14][CH2:15][CH2:16][CH2:17][CH3:18])=[C:6]([C:7]#[N:8])[CH:9]=2)[CH2:31][O:30][C:29]([CH3:33])([CH3:32])[O:28][CH2:27]1)([CH3:22])([CH3:21])[CH3:20]. (7) Given the reactants [Li].[Cl:2][C:3]1[CH:8]=[C:7]([C:9]([O-])=[CH:10][C:11](=O)[C:12]([O:14]CC)=[O:13])[CH:6]=[CH:5][N:4]=1.ClC1C=C(C2N(C3C=CC=CN=3)N=C(C(O)=O)C=2)C=C(F)C=1.Cl.[Cl:42][C:43]1[CH:44]=[C:45]([NH:49][NH2:50])[CH:46]=[CH:47][CH:48]=1, predict the reaction product. The product is: [Cl:42][C:43]1[CH:44]=[C:45]([N:49]2[C:9]([C:7]3[CH:6]=[CH:5][N:4]=[C:3]([Cl:2])[CH:8]=3)=[CH:10][C:11]([C:12]([OH:14])=[O:13])=[N:50]2)[CH:46]=[CH:47][CH:48]=1. (8) The product is: [O:1]1[CH2:6][CH2:5][CH:4]([CH2:7][O:8][S:9]([C:12]2[CH:18]=[CH:17][C:15]([CH3:16])=[CH:14][CH:13]=2)(=[O:11])=[O:10])[CH2:3][CH2:2]1. Given the reactants [O:1]1[CH2:6][CH2:5][CH:4]([CH2:7][OH:8])[CH2:3][CH2:2]1.[S:9](Cl)([C:12]1[CH:18]=[CH:17][C:15]([CH3:16])=[CH:14][CH:13]=1)(=[O:11])=[O:10], predict the reaction product. (9) The product is: [Cl:1][C:2]1[CH:9]=[C:8]([N:10]2[C:22](=[NH:23])[C:21]([CH3:25])([CH3:24])[N:20]([C:17]3[CH:16]=[CH:15][C:14]([OH:13])=[CH:19][CH:18]=3)[C:11]2=[S:12])[CH:7]=[CH:6][C:3]=1[C:4]#[N:5]. Given the reactants [Cl:1][C:2]1[CH:9]=[C:8]([N:10]=[C:11]=[S:12])[CH:7]=[CH:6][C:3]=1[C:4]#[N:5].[OH:13][C:14]1[CH:19]=[CH:18][C:17]([NH:20][C:21]([CH3:25])([CH3:24])[C:22]#[N:23])=[CH:16][CH:15]=1, predict the reaction product.